From a dataset of Catalyst prediction with 721,799 reactions and 888 catalyst types from USPTO. Predict which catalyst facilitates the given reaction. (1) Reactant: [CH2:1]([C:3]1[CH:8]=[C:7]([O:9][CH2:10][CH2:11][CH:12]([C:17]2[S:18][C:19]3[CH:26]=[C:25]([C:27]([F:30])([F:29])[F:28])[CH:24]=[CH:23][C:20]=3[C:21]=2[CH3:22])[CH2:13][CH2:14][O:15][CH3:16])[CH:6]=[CH:5][C:4]=1[O:31][CH2:32][C:33]([O:35]CC)=[O:34])[CH3:2].[OH-].[Na+]. Product: [CH2:1]([C:3]1[CH:8]=[C:7]([O:9][CH2:10][CH2:11][CH:12]([C:17]2[S:18][C:19]3[CH:26]=[C:25]([C:27]([F:28])([F:29])[F:30])[CH:24]=[CH:23][C:20]=3[C:21]=2[CH3:22])[CH2:13][CH2:14][O:15][CH3:16])[CH:6]=[CH:5][C:4]=1[O:31][CH2:32][C:33]([OH:35])=[O:34])[CH3:2]. The catalyst class is: 92. (2) Reactant: [C:1]([C:5]1[N:6]=[C:7]([CH:10](O)[CH2:11][C:12]2[CH:17]=[CH:16][N:15]=[C:14]([NH:18][C:19](=[O:25])[O:20][C:21]([CH3:24])([CH3:23])[CH3:22])[CH:13]=2)[S:8][CH:9]=1)([CH3:4])([CH3:3])[CH3:2].C(N(CC)CC)C.CS(Cl)(=O)=O.N12CCCN=C1CCCCC2. Product: [C:1]([C:5]1[N:6]=[C:7](/[CH:10]=[CH:11]/[C:12]2[CH:17]=[CH:16][N:15]=[C:14]([NH:18][C:19](=[O:25])[O:20][C:21]([CH3:24])([CH3:23])[CH3:22])[CH:13]=2)[S:8][CH:9]=1)([CH3:4])([CH3:2])[CH3:3]. The catalyst class is: 7. (3) Reactant: [CH3:1][S:2][C:3]1[N:4]=[CH:5][C:6]2[CH2:12][N:11]([C:13]3[N:18]=[C:17]([C:19]([OH:21])=O)[CH:16]=[CH:15][CH:14]=3)[CH2:10][CH2:9][C:7]=2[N:8]=1.[CH:22]([C:25]1[CH:31]=[CH:30][C:28]([NH2:29])=[CH:27][CH:26]=1)([CH3:24])[CH3:23].CCN(C(C)C)C(C)C.CN(C(ON1N=NC2C=CC=NC1=2)=[N+](C)C)C.F[P-](F)(F)(F)(F)F. Product: [CH:22]([C:25]1[CH:31]=[CH:30][C:28]([NH:29][C:19]([C:17]2[CH:16]=[CH:15][CH:14]=[C:13]([N:11]3[CH2:10][CH2:9][C:7]4[N:8]=[C:3]([S:2][CH3:1])[N:4]=[CH:5][C:6]=4[CH2:12]3)[N:18]=2)=[O:21])=[CH:27][CH:26]=1)([CH3:24])[CH3:23]. The catalyst class is: 3. (4) Reactant: [NH2:1][C@H:2]1[CH2:7][CH2:6][N:5]([C:8]2[NH:12][C:11]3[CH:13]=[CH:14][CH:15]=[C:16]([C:17]([O:19][CH3:20])=[O:18])[C:10]=3[N:9]=2)[CH2:4][C@H:3]1[O:21][CH3:22].[Cl:23][C:24]1[N:25]=[C:26]([C:31](O)=[O:32])[NH:27][C:28]=1[CH2:29][CH3:30].CCN=C=NCCCN(C)C.Cl.C1C=CC2N(O)N=NC=2C=1. Product: [Cl:23][C:24]1[N:25]=[C:26]([C:31]([NH:1][C@H:2]2[CH2:7][CH2:6][N:5]([C:8]3[NH:12][C:11]4[CH:13]=[CH:14][CH:15]=[C:16]([C:17]([O:19][CH3:20])=[O:18])[C:10]=4[N:9]=3)[CH2:4][C@H:3]2[O:21][CH3:22])=[O:32])[NH:27][C:28]=1[CH2:29][CH3:30]. The catalyst class is: 566.